The task is: Regression. Given two drug SMILES strings and cell line genomic features, predict the synergy score measuring deviation from expected non-interaction effect.. This data is from Merck oncology drug combination screen with 23,052 pairs across 39 cell lines. (1) Drug 1: CC1(c2nc3c(C(N)=O)cccc3[nH]2)CCCN1. Drug 2: CCC1(O)C(=O)OCc2c1cc1n(c2=O)Cc2cc3c(CN(C)C)c(O)ccc3nc2-1. Cell line: A375. Synergy scores: synergy=-30.1. (2) Drug 1: O=C(O)C1(Cc2cccc(Nc3nccs3)n2)CCC(Oc2cccc(Cl)c2F)CC1. Drug 2: CNC(=O)c1cc(Oc2ccc(NC(=O)Nc3ccc(Cl)c(C(F)(F)F)c3)cc2)ccn1. Cell line: DLD1. Synergy scores: synergy=13.0. (3) Drug 1: Cn1nnc2c(C(N)=O)ncn2c1=O. Drug 2: CCC1(O)C(=O)OCc2c1cc1n(c2=O)Cc2cc3c(CN(C)C)c(O)ccc3nc2-1. Cell line: NCIH460. Synergy scores: synergy=-15.7. (4) Drug 1: N#Cc1ccc(Cn2cncc2CN2CCN(c3cccc(Cl)c3)C(=O)C2)cc1. Drug 2: Nc1ccn(C2OC(CO)C(O)C2(F)F)c(=O)n1. Cell line: NCIH460. Synergy scores: synergy=7.45. (5) Drug 1: O=C(O)C1(Cc2cccc(Nc3nccs3)n2)CCC(Oc2cccc(Cl)c2F)CC1. Drug 2: COC1=C2CC(C)CC(OC)C(O)C(C)C=C(C)C(OC(N)=O)C(OC)C=CC=C(C)C(=O)NC(=CC1=O)C2=O. Cell line: HT144. Synergy scores: synergy=-1.38.